This data is from Full USPTO retrosynthesis dataset with 1.9M reactions from patents (1976-2016). The task is: Predict the reactants needed to synthesize the given product. (1) Given the product [Cl:1][C:2]1[CH:3]=[C:4]([N:13]([CH2:14][CH:15]2[CH2:16][CH2:17][CH2:18][CH2:19]2)[CH3:20])[C:5]([CH3:12])=[C:6]([CH:11]=1)[C:7]([O:9][CH3:10])=[O:8], predict the reactants needed to synthesize it. The reactants are: [Cl:1][C:2]1[CH:3]=[C:4]([NH:13][CH2:14][CH:15]2[CH2:19][CH2:18][CH2:17][CH2:16]2)[C:5]([CH3:12])=[C:6]([CH:11]=1)[C:7]([O:9][CH3:10])=[O:8].[C:20](=O)([O-])[O-].[Cs+].[Cs+].CI. (2) Given the product [CH3:2][O:3][C:4](=[O:18])[C:5]1[C:6](=[C:11]([NH2:15])[CH:12]=[CH:13][CH:14]=1)[C:7]([O:9][CH3:10])=[O:8], predict the reactants needed to synthesize it. The reactants are: Cl.[CH3:2][O:3][C:4](=[O:18])[C:5]1[C:6](=[C:11]([N+:15]([O-])=O)[CH:12]=[CH:13][CH:14]=1)[C:7]([O:9][CH3:10])=[O:8].[Sn](Cl)(Cl)(Cl)Cl. (3) Given the product [F:8][C:6]1[CH:5]=[C:4]([CH2:9][C:10]([NH:12][C@H:13]([C:15]([NH:19][CH:20]([CH2:25][O:26][CH3:27])[C:21]([O:23][CH3:24])=[O:22])=[O:17])[CH3:14])=[O:11])[CH:3]=[C:2]([F:1])[CH:7]=1, predict the reactants needed to synthesize it. The reactants are: [F:1][C:2]1[CH:3]=[C:4]([CH2:9][C:10]([NH:12][C@H:13]([C:15]([OH:17])=O)[CH3:14])=[O:11])[CH:5]=[C:6]([F:8])[CH:7]=1.Cl.[NH2:19][CH:20]([CH2:25][O:26][CH3:27])[C:21]([O:23][CH3:24])=[O:22]. (4) Given the product [F:40][C:19]([F:18])([F:39])[C:20]1[CH:25]=[C:24]([C:26]([F:29])([F:27])[F:28])[CH:23]=[CH:22][C:21]=1[N:30]1[CH:35]=[CH:34][C:33]([CH2:36][N:14]2[CH:13]=[C:12]3[N:17]=[C:9]([C:3]4[CH:4]=[CH:5][CH:6]=[C:7]([F:8])[C:2]=4[F:1])[N:10]=[C:11]3[CH:16]=[N:15]2)=[CH:32][C:31]1=[O:38], predict the reactants needed to synthesize it. The reactants are: [F:1][C:2]1[C:7]([F:8])=[CH:6][CH:5]=[CH:4][C:3]=1[C:9]1[N:17]=[C:12]2[CH:13]=[N:14][NH:15][CH:16]=[C:11]2[N:10]=1.[F:18][C:19]([F:40])([F:39])[C:20]1[CH:25]=[C:24]([C:26]([F:29])([F:28])[F:27])[CH:23]=[CH:22][C:21]=1[N:30]1[CH:35]=[CH:34][C:33]([CH2:36]Br)=[CH:32][C:31]1=[O:38]. (5) The reactants are: [CH3:1][C:2]1[CH:10]=[CH:9][C:5]([C:6]([OH:8])=O)=[CH:4][C:3]=1[C:11]1[C:22](=[O:23])[N:21]([CH3:24])[C:14]2[N:15]=[C:16]([S:19][CH3:20])[N:17]=[CH:18][C:13]=2[CH:12]=1.[CH:25]1([NH2:28])[CH2:27][CH2:26]1.CCN=C=NCCCN(C)C. Given the product [CH:25]1([NH:28][C:6](=[O:8])[C:5]2[CH:9]=[CH:10][C:2]([CH3:1])=[C:3]([C:11]3[C:22](=[O:23])[N:21]([CH3:24])[C:14]4[N:15]=[C:16]([S:19][CH3:20])[N:17]=[CH:18][C:13]=4[CH:12]=3)[CH:4]=2)[CH2:27][CH2:26]1, predict the reactants needed to synthesize it. (6) Given the product [CH3:1][N:2]1[C:10]([CH2:11][CH:12]2[CH2:17][CH2:16][N:15]([CH2:36][CH2:35][C:34]#[N:37])[CH2:14][CH2:13]2)=[N:9][C:8]2[C:3]1=[N:4][C:5]([N:24]1[C:28]3[CH:29]=[CH:30][CH:31]=[CH:32][C:27]=3[N:26]=[C:25]1[CH3:33])=[N:6][C:7]=2[N:18]1[CH2:19][CH2:20][O:21][CH2:22][CH2:23]1, predict the reactants needed to synthesize it. The reactants are: [CH3:1][N:2]1[C:10]([CH2:11][CH:12]2[CH2:17][CH2:16][NH:15][CH2:14][CH2:13]2)=[N:9][C:8]2[C:3]1=[N:4][C:5]([N:24]1[C:28]3[CH:29]=[CH:30][CH:31]=[CH:32][C:27]=3[N:26]=[C:25]1[CH3:33])=[N:6][C:7]=2[N:18]1[CH2:23][CH2:22][O:21][CH2:20][CH2:19]1.[C:34](#[N:37])[CH:35]=[CH2:36]. (7) Given the product [F:19][C:18]([F:21])([F:20])[C:17]1[C:12]([N:9]2[CH2:10][CH2:11][C:3]3[C:2]([NH:81][C:78]4[CH:79]=[CH:80][C:75]([S:72]([C:71]([F:83])([F:70])[F:82])(=[O:74])=[O:73])=[CH:76][CH:77]=4)=[N:7][CH:6]=[N:5][C:4]=3[CH2:8]2)=[N:13][CH:14]=[CH:15][CH:16]=1, predict the reactants needed to synthesize it. The reactants are: Cl[C:2]1[C:3]2[CH2:11][CH2:10][N:9]([C:12]3[C:17]([C:18]([F:21])([F:20])[F:19])=[CH:16][CH:15]=[CH:14][N:13]=3)[CH2:8][C:4]=2[N:5]=[CH:6][N:7]=1.C(=O)([O-])[O-].[Cs+].[Cs+].CC1(C)C2C(=C(P(C3C=CC=CC=3)C3C=CC=CC=3)C=CC=2)OC2C(P(C3C=CC=CC=3)C3C=CC=CC=3)=CC=CC1=2.[F:70][C:71]([F:83])([F:82])[S:72]([C:75]1[CH:80]=[CH:79][C:78]([NH2:81])=[CH:77][CH:76]=1)(=[O:74])=[O:73]. (8) Given the product [C:25]([O:24][C:22](=[O:23])[N:12]([CH2:11][C:7]1[CH:8]=[CH:9][CH:10]=[C:5]([CH2:4][CH2:3][OH:2])[CH:6]=1)[CH2:13][CH2:14][C:15]1[CH:20]=[CH:19][CH:18]=[CH:17][C:16]=1[OH:21])([CH3:26])([CH3:28])[CH3:27], predict the reactants needed to synthesize it. The reactants are: C[O:2][C:3](=O)[CH2:4][C:5]1[CH:10]=[CH:9][CH:8]=[C:7]([CH2:11][N:12]([C:22]([O:24][C:25]([CH3:28])([CH3:27])[CH3:26])=[O:23])[CH2:13][CH2:14][C:15]2[CH:20]=[CH:19][CH:18]=[CH:17][C:16]=2[OH:21])[CH:6]=1.[BH4-].[Li+].